This data is from Forward reaction prediction with 1.9M reactions from USPTO patents (1976-2016). The task is: Predict the product of the given reaction. Given the reactants [NH2:1][C:2]1[CH:7]=[CH:6][C:5]([C:8]2[CH:9]=[N:10][C:11]3[N:12]([N:15]=[CH:16][C:17]=3[C:18]3[CH:23]=[CH:22][C:21]([N:24]4[CH2:29][CH2:28][N:27]([CH3:30])[CH2:26][CH2:25]4)=[CH:20][CH:19]=3)[C:13]=2[NH2:14])=[CH:4][CH:3]=1.[Cl-].C([O:35][CH2:36][CH3:37])(=O)C.C([O-])(O)=O.[Na+].N1C=CC=[CH:45][CH:44]=1.C(Cl)Cl, predict the reaction product. The product is: [NH2:14][C:13]1[N:12]2[N:15]=[CH:16][C:17]([C:18]3[CH:19]=[CH:20][C:21]([N:24]4[CH2:25][CH2:26][N:27]([CH3:30])[CH2:28][CH2:29]4)=[CH:22][CH:23]=3)=[C:11]2[N:10]=[CH:9][C:8]=1[C:5]1[CH:6]=[CH:7][C:2]([NH:1][C:36](=[O:35])[CH2:37][CH2:44][CH3:45])=[CH:3][CH:4]=1.